From a dataset of Full USPTO retrosynthesis dataset with 1.9M reactions from patents (1976-2016). Predict the reactants needed to synthesize the given product. (1) Given the product [C:23]([C:2]1[C:10]2[C:5](=[CH:6][C:7]([C:11]([O:13][CH3:14])=[O:12])=[CH:8][CH:9]=2)[N:4]([CH2:15][C:16]([O:18][C:19]([CH3:22])([CH3:21])[CH3:20])=[O:17])[N:3]=1)(=[O:27])[CH3:24], predict the reactants needed to synthesize it. The reactants are: Br[C:2]1[C:10]2[C:5](=[CH:6][C:7]([C:11]([O:13][CH3:14])=[O:12])=[CH:8][CH:9]=2)[N:4]([CH2:15][C:16]([O:18][C:19]([CH3:22])([CH3:21])[CH3:20])=[O:17])[N:3]=1.[CH2:23]([O:27]C=C)[CH2:24]CC.C1(P(C2C=CC=CC=2)C2C=CC=CC=2)C=CC=CC=1.C(N(CC)CC)C. (2) Given the product [C:1]1([C:7]2[N:8]=[C:9]([C:12]3[C:16]([C:17]([OH:19])=[O:18])=[CH:15][N:14]([CH2:22][O:23][CH2:24][CH2:25][Si:26]([CH3:29])([CH3:28])[CH3:27])[N:13]=3)[S:10][CH:11]=2)[CH:2]=[CH:3][CH:4]=[CH:5][CH:6]=1, predict the reactants needed to synthesize it. The reactants are: [C:1]1([C:7]2[N:8]=[C:9]([C:12]3[C:16]([C:17]([O:19]CC)=[O:18])=[CH:15][N:14]([CH2:22][O:23][CH2:24][CH2:25][Si:26]([CH3:29])([CH3:28])[CH3:27])[N:13]=3)[S:10][CH:11]=2)[CH:6]=[CH:5][CH:4]=[CH:3][CH:2]=1.[OH-].[Na+]. (3) Given the product [C:1]([O:5][C:6]([N:8]1[CH2:16][C:15]2[C:10](=[CH:11][C:12]([N:19]3[CH2:24][CH2:23][O:22][CH2:21][CH2:20]3)=[C:13]([Cl:17])[CH:14]=2)[CH2:9]1)=[O:7])([CH3:4])([CH3:3])[CH3:2], predict the reactants needed to synthesize it. The reactants are: [C:1]([O:5][C:6]([N:8]1[CH2:16][C:15]2[C:10](=[CH:11][C:12](I)=[C:13]([Cl:17])[CH:14]=2)[CH2:9]1)=[O:7])([CH3:4])([CH3:3])[CH3:2].[NH:19]1[CH2:24][CH2:23][O:22][CH2:21][CH2:20]1. (4) Given the product [N:3]1[C:4]([CH2:12][CH2:13][NH:14][C:58]([C:59]2[N:24]([CH3:25])[N:23]=[CH:52][C:51]=2[C:50]([N:40]2[CH2:41][CH2:44][CH2:45]2)=[O:49])=[O:57])=[CH:5][N:6]2[CH:11]=[CH:10][CH:9]=[CH:8][C:7]=12, predict the reactants needed to synthesize it. The reactants are: Cl.Cl.[N:3]1[C:4]([CH2:12][CH2:13][NH2:14])=[CH:5][N:6]2[CH:11]=[CH:10][CH:9]=[CH:8][C:7]=12.F[P-](F)(F)(F)(F)F.N1(OC(N(C)C)=[N+](C)C)C2N=CC=C[C:25]=2[N:24]=[N:23]1.C[N:40]1[CH2:45][CH2:44]OC[CH2:41]1.C([O:49][CH2:50][CH3:51])(=O)C.[CH3:52]O.C([O:57][CH2:58][CH3:59])(=O)C.